From a dataset of Forward reaction prediction with 1.9M reactions from USPTO patents (1976-2016). Predict the product of the given reaction. (1) Given the reactants [CH3:1][NH:2][C:3]1[CH:8]=[CH:7][C:6]([N+:9]([O-:11])=[O:10])=[CH:5][CH:4]=1.C(=O)([O-])[O-].[Li+].[Li+].[Cl:18][CH2:19][C:20](Cl)=[O:21], predict the reaction product. The product is: [Cl:18][CH2:19][C:20]([N:2]([CH3:1])[C:3]1[CH:4]=[CH:5][C:6]([N+:9]([O-:11])=[O:10])=[CH:7][CH:8]=1)=[O:21]. (2) Given the reactants [F:1][C:2]1[CH:3]=[CH:4][C:5]([OH:11])=[C:6]([CH:10]=1)[C:7]([OH:9])=[O:8].C([O-])([O-])=O.[K+].[K+].[CH2:18](Br)[C:19]1[CH:24]=[CH:23][CH:22]=[CH:21][CH:20]=1, predict the reaction product. The product is: [CH2:18]([O:11][C:5]1[CH:4]=[CH:3][C:2]([F:1])=[CH:10][C:6]=1[C:7]([O:9][CH2:7][C:6]1[CH:10]=[CH:2][CH:3]=[CH:4][CH:5]=1)=[O:8])[C:19]1[CH:24]=[CH:23][CH:22]=[CH:21][CH:20]=1. (3) Given the reactants [NH:1]1[CH2:6][CH2:5][O:4][CH2:3][CH2:2]1.C(=O)([O-])[O-].[Na+].[Na+].Cl[C:14]1[N:19]=[C:18]([O:20][C:21]2[CH:47]=[CH:46][CH:45]=[CH:44][C:22]=2[CH2:23][NH:24][C:25]([NH:27][C:28]2[N:32]([C:33]3[CH:38]=[CH:37][C:36]([CH3:39])=[CH:35][CH:34]=3)[N:31]=[C:30]([C:40]([CH3:43])([CH3:42])[CH3:41])[CH:29]=2)=[O:26])[CH:17]=[C:16]([CH3:48])[N:15]=1, predict the reaction product. The product is: [CH3:48][C:16]1[N:15]=[C:14]([N:1]2[CH2:6][CH2:5][O:4][CH2:3][CH2:2]2)[N:19]=[C:18]([O:20][C:21]2[CH:47]=[CH:46][CH:45]=[CH:44][C:22]=2[CH2:23][NH:24][C:25]([NH:27][C:28]2[N:32]([C:33]3[CH:34]=[CH:35][C:36]([CH3:39])=[CH:37][CH:38]=3)[N:31]=[C:30]([C:40]([CH3:43])([CH3:42])[CH3:41])[CH:29]=2)=[O:26])[CH:17]=1. (4) Given the reactants [CH3:1][N:2]1[CH2:7][CH2:6][N:5]([C:8]2[N:13]=[CH:12][C:11]([C:14]3[N:15]=[C:16]([C:19]4([C:25]5[CH:33]=[CH:32][C:28]([C:29]([OH:31])=O)=[CH:27][CH:26]=5)[CH2:24][CH2:23][O:22][CH2:21][CH2:20]4)[S:17][CH:18]=3)=[CH:10][CH:9]=2)[CH2:4][CH2:3]1.CN(C([O:41][N:42]1N=NC2C=CC=NC1=2)=[N+](C)C)C.F[P-](F)(F)(F)(F)F.NO[Si](C(C)(C)C)(C)C, predict the reaction product. The product is: [OH:41][NH:42][C:29](=[O:31])[C:28]1[CH:27]=[CH:26][C:25]([C:19]2([C:16]3[S:17][CH:18]=[C:14]([C:11]4[CH:12]=[N:13][C:8]([N:5]5[CH2:6][CH2:7][N:2]([CH3:1])[CH2:3][CH2:4]5)=[CH:9][CH:10]=4)[N:15]=3)[CH2:20][CH2:21][O:22][CH2:23][CH2:24]2)=[CH:33][CH:32]=1. (5) Given the reactants [F:1][C:2]1[CH:7]=[C:6]([CH3:8])[CH:5]=[CH:4][C:3]=1[C:9]1[CH:10]=[C:11]([CH:16]=[C:17]([N:19]2[CH2:24][CH2:23][O:22][CH2:21][CH2:20]2)[N:18]=1)[C:12]([O:14]C)=[O:13].[OH-].[Na+].Cl, predict the reaction product. The product is: [F:1][C:2]1[CH:7]=[C:6]([CH3:8])[CH:5]=[CH:4][C:3]=1[C:9]1[CH:10]=[C:11]([CH:16]=[C:17]([N:19]2[CH2:24][CH2:23][O:22][CH2:21][CH2:20]2)[N:18]=1)[C:12]([OH:14])=[O:13]. (6) Given the reactants CCN(C(C)C)C(C)C.[Br:10][C:11]1[CH:12]=[C:13]2[C:18](=[CH:19][CH:20]=1)[C:17]([CH2:21][N:22]1[C:28](=[O:29])[C@@H:27]([NH:30][C:31](=[O:43])[C@@H:32]([N:34]([C:36]([O:38][C:39]([CH3:42])([CH3:41])[CH3:40])=[O:37])[CH3:35])[CH3:33])[CH2:26][O:25][C:24]3[C:44]([C:48](O)=[O:49])=[CH:45][CH:46]=[CH:47][C:23]1=3)=[C:16]([O:51][CH3:52])[CH:15]=[CH:14]2.Cl.[NH2:54][CH2:55][CH2:56][C:57]([O:59][C:60]([CH3:63])([CH3:62])[CH3:61])=[O:58].CN(C(ON1N=NC2C=CC=CC1=2)=[N+](C)C)C.F[P-](F)(F)(F)(F)F.C1C=CC2N(O)N=NC=2C=1.O, predict the reaction product. The product is: [C:60]([O:59][C:57](=[O:58])[CH2:56][CH2:55][NH:54][C:48]([C:44]1[C:24]2[O:25][CH2:26][C@H:27]([NH:30][C:31](=[O:43])[C@@H:32]([N:34]([C:36]([O:38][C:39]([CH3:41])([CH3:42])[CH3:40])=[O:37])[CH3:35])[CH3:33])[C:28](=[O:29])[N:22]([CH2:21][C:17]3[C:18]4[C:13](=[CH:12][C:11]([Br:10])=[CH:20][CH:19]=4)[CH:14]=[CH:15][C:16]=3[O:51][CH3:52])[C:23]=2[CH:47]=[CH:46][CH:45]=1)=[O:49])([CH3:63])([CH3:62])[CH3:61]. (7) Given the reactants [OH:1][C@H:2]1[CH2:6][CH2:5][N:4]([C:7]([O:9][C:10]([CH3:13])([CH3:12])[CH3:11])=[O:8])[C@@H:3]1[C:14]([O:16][C:17]([CH3:20])([CH3:19])[CH3:18])=[O:15].C(N(CC)CC)C.[CH3:28][S:29](Cl)(=[O:31])=[O:30], predict the reaction product. The product is: [CH3:28][S:29]([O:1][C@H:2]1[CH2:6][CH2:5][N:4]([C:7]([O:9][C:10]([CH3:13])([CH3:12])[CH3:11])=[O:8])[C@@H:3]1[C:14]([O:16][C:17]([CH3:20])([CH3:19])[CH3:18])=[O:15])(=[O:31])=[O:30].